This data is from Peptide-MHC class II binding affinity with 134,281 pairs from IEDB. The task is: Regression. Given a peptide amino acid sequence and an MHC pseudo amino acid sequence, predict their binding affinity value. This is MHC class II binding data. The peptide sequence is SGVLLNHFGLVEARY. The MHC is DRB1_0405 with pseudo-sequence DRB1_0405. The binding affinity (normalized) is 0.494.